From a dataset of Forward reaction prediction with 1.9M reactions from USPTO patents (1976-2016). Predict the product of the given reaction. (1) Given the reactants C(O[BH-](OC(=O)C)OC(=O)C)(=O)C.[Na+].[OH:15][C:16]1[CH:23]=[CH:22][C:19]([CH:20]=O)=[CH:18][CH:17]=1.[CH3:24][O:25][C:26]1[CH:27]=[CH:28][C:29]([C:32]2([CH2:38][NH2:39])[CH2:37][CH2:36][CH2:35][CH2:34][CH2:33]2)=[N:30][CH:31]=1.C(=O)([O-])[O-].[Na+].[Na+].[CH:46]([C:49]1[CH:54]=[CH:53][CH:52]=[C:51]([CH:55]([CH3:57])[CH3:56])[C:50]=1[N:58]=[C:59]=[O:60])([CH3:48])[CH3:47], predict the reaction product. The product is: [CH:46]([C:49]1[CH:54]=[CH:53][CH:52]=[C:51]([CH:55]([CH3:56])[CH3:57])[C:50]=1[NH:58][C:59](=[O:60])[N:39]([CH2:20][C:19]1[CH:22]=[CH:23][C:16]([OH:15])=[CH:17][CH:18]=1)[CH2:38][C:32]1([C:29]2[CH:28]=[CH:27][C:26]([O:25][CH3:24])=[CH:31][N:30]=2)[CH2:37][CH2:36][CH2:35][CH2:34][CH2:33]1)([CH3:47])[CH3:48]. (2) Given the reactants IC.[C:3](=O)([O-])[O-].[K+].[K+].[CH3:9][O:10][C:11]([C:13]1[O:14][C:15]([CH3:36])=[C:16]([CH2:18][NH:19][C:20]2[CH:25]=[CH:24][C:23]([C:26]3[CH:31]=[CH:30][C:29]([O:32][CH:33]([F:35])[F:34])=[CH:28][CH:27]=3)=[CH:22][CH:21]=2)[CH:17]=1)=[O:12], predict the reaction product. The product is: [CH3:9][O:10][C:11]([C:13]1[O:14][C:15]([CH3:36])=[C:16]([CH2:18][N:19]([C:20]2[CH:21]=[CH:22][C:23]([C:26]3[CH:31]=[CH:30][C:29]([O:32][CH:33]([F:35])[F:34])=[CH:28][CH:27]=3)=[CH:24][CH:25]=2)[CH3:3])[CH:17]=1)=[O:12]. (3) Given the reactants [CH3:1][N:2]1[C:11]2[C:6](=[CH:7][C:8]([O:12][CH2:13][CH2:14][CH:15]=O)=[CH:9][CH:10]=2)[CH:5]=[CH:4][C:3]1=[O:17].OC1C=C2C(=CC=1)N(C)C(=O)C=C2.[NH2:31][CH2:32][CH2:33][CH2:34][N:35]1[CH:39]=[CH:38][N:37]=[CH:36]1.[BH4-].[Na+], predict the reaction product. The product is: [N:35]1([CH2:34][CH2:33][CH2:32][NH:31][CH2:15][CH2:14][CH2:13][O:12][C:8]2[CH:7]=[C:6]3[C:11](=[CH:10][CH:9]=2)[N:2]([CH3:1])[C:3](=[O:17])[CH:4]=[CH:5]3)[CH:39]=[CH:38][N:37]=[CH:36]1.